From a dataset of Reaction yield outcomes from USPTO patents with 853,638 reactions. Predict the reaction yield, written as a fraction of the theoretical maximum amount of product (1.0 means a 100% yield; for example, 0.34 means a 34% yield). (1) The reactants are CC1C=CC(S(O[CH2:12][C@H:13]2[CH2:22][CH2:21][C:20]3[C:15](=[C:16]([C:23]4[CH:28]=[CH:27][CH:26]=[CH:25][C:24]=4[Cl:29])[CH:17]=[CH:18][CH:19]=3)[O:14]2)(=O)=O)=CC=1.[N-:30]=[N+:31]=[N-:32].[Na+]. The catalyst is CS(C)=O.C(OCC)C. The product is [Cl:29][C:24]1[CH:25]=[CH:26][CH:27]=[CH:28][C:23]=1[C:16]1[CH:17]=[CH:18][CH:19]=[C:20]2[C:15]=1[O:14][C@@H:13]([CH2:12][N:30]=[N+:31]=[N-:32])[CH2:22][CH2:21]2. The yield is 0.820. (2) The reactants are [C:1]([C:3]1[CH:4]=[N:5][CH:6]=[CH:7][CH:8]=1)#[N:2].[CH3:9][C:10](C)([CH3:14])[C:11](O)=O.[NH4+].[NH4+].[O-]S(OOS([O-])(=O)=O)(=O)=O.[NH4+].[OH-]. The catalyst is S(=O)(=O)(O)O.O.[N+]([O-])([O-])=O.[Ag+]. The product is [C:10]([C:6]1[CH:7]=[CH:8][C:3]([C:1]#[N:2])=[CH:4][N:5]=1)([CH3:14])([CH3:11])[CH3:9]. The yield is 1.00. (3) The reactants are [C:1]1(B(O)O)[CH:6]=[CH:5][CH:4]=[CH:3][CH:2]=1.[Br:10][C:11]1[CH:12]=[N:13][C:14](I)=[N:15][CH:16]=1.C([O-])([O-])=O.[Na+].[Na+]. The catalyst is C1(C)C=CC=CC=1.O.[Pd].C1(P(C2C=CC=CC=2)C2C=CC=CC=2)C=CC=CC=1.C1(P(C2C=CC=CC=2)C2C=CC=CC=2)C=CC=CC=1.C1(P(C2C=CC=CC=2)C2C=CC=CC=2)C=CC=CC=1.C1(P(C2C=CC=CC=2)C2C=CC=CC=2)C=CC=CC=1. The product is [Br:10][C:11]1[CH:12]=[N:13][C:14]([C:1]2[CH:6]=[CH:5][CH:4]=[CH:3][CH:2]=2)=[N:15][CH:16]=1. The yield is 0.500. (4) The reactants are [CH2:1]([C:5]1([N:27]([CH3:29])[CH3:28])[CH2:10][CH2:9][CH:8]([C:11]2[NH:12][C:13]3[C:18]([C:19]=2[CH2:20][CH:21]2[CH2:26][CH2:25][CH2:24][CH2:23][CH2:22]2)=[CH:17][CH:16]=[CH:15][CH:14]=3)[CH2:7][CH2:6]1)[CH2:2][CH2:3][CH3:4].C(O)(=O)CC(CC(O)=O)(C(O)=O)O.C(OCC)C.[ClH:48]. The catalyst is C(O)C. The product is [ClH:48].[CH2:1]([C:5]1([N:27]([CH3:28])[CH3:29])[CH2:6][CH2:7][CH:8]([C:11]2[NH:12][C:13]3[C:18]([C:19]=2[CH2:20][CH:21]2[CH2:22][CH2:23][CH2:24][CH2:25][CH2:26]2)=[CH:17][CH:16]=[CH:15][CH:14]=3)[CH2:9][CH2:10]1)[CH2:2][CH2:3][CH3:4]. The yield is 0.500. (5) The reactants are [Cl:1][C:2]1[CH:6]=[C:5]([C:7](Cl)=[O:8])[NH:4][C:3]=1[C:10]([O:12][CH3:13])=[O:11].[N:14]1([CH2:19][CH2:20][NH2:21])[CH2:18][CH2:17][CH2:16][CH2:15]1.C([O-])(O)=O.[Na+]. The catalyst is C(Cl)Cl. The product is [Cl:1][C:2]1[CH:6]=[C:5]([C:7]([NH:21][CH2:20][CH2:19][N:14]2[CH2:18][CH2:17][CH2:16][CH2:15]2)=[O:8])[NH:4][C:3]=1[C:10]([O:12][CH3:13])=[O:11]. The yield is 0.690. (6) The reactants are C(O)(=O)C.[OH:5][C:6]1[C:13](O)=[CH:12]C=C[C:7]=1[CH:8]=[O:9].C([O-])(=O)C.[Na+].[N+:20]([CH2:23][CH3:24])([O-])=O. The catalyst is O.C(OCC)(=O)C. The product is [OH:9][C:8]1[CH:7]=[C:6]([OH:5])[CH:13]=[CH:12][C:24]=1[C:23]#[N:20]. The yield is 0.590.